This data is from Full USPTO retrosynthesis dataset with 1.9M reactions from patents (1976-2016). The task is: Predict the reactants needed to synthesize the given product. (1) Given the product [Cl:40][C:22]1[C:23]([NH:25][C:26]2[CH:31]=[CH:30][C:29]([N:32]3[CH2:33][CH2:34][O:35][CH2:36][CH2:37]3)=[CH:28][C:27]=2[O:38][CH3:39])=[N:24][C:19]([NH:1][C:2]2[CH:3]=[CH:4][C:5]3[C:11]([CH3:12])([CH3:13])[CH2:10][CH2:9][C:8](=[O:14])[N:7]([CH2:15][CH3:16])[C:6]=3[CH:17]=2)=[N:20][CH:21]=1, predict the reactants needed to synthesize it. The reactants are: [NH2:1][C:2]1[CH:3]=[CH:4][C:5]2[C:11]([CH3:13])([CH3:12])[CH2:10][CH2:9][C:8](=[O:14])[N:7]([CH2:15][CH3:16])[C:6]=2[CH:17]=1.Cl[C:19]1[N:24]=[C:23]([NH:25][C:26]2[CH:31]=[CH:30][C:29]([N:32]3[CH2:37][CH2:36][O:35][CH2:34][CH2:33]3)=[CH:28][C:27]=2[O:38][CH3:39])[C:22]([Cl:40])=[CH:21][N:20]=1. (2) The reactants are: Cl[C:2]1[C:7]([C:8]#[N:9])=[CH:6][N:5]=[CH:4][CH:3]=1.[CH3:10][O-:11].[Na+].CO. Given the product [CH3:10][O:11][C:2]1[C:7]([C:8]#[N:9])=[CH:6][N:5]=[CH:4][CH:3]=1, predict the reactants needed to synthesize it. (3) Given the product [Cl:1][C:2]1[C:7]([O:8][C:9]2[CH:14]=[CH:13][C:12]([F:15])=[CH:11][C:10]=2[F:16])=[CH:6][C:5]2[NH:17][C:28]([C:27]([F:32])([F:31])[C:26]([F:34])([F:33])[F:25])=[N:18][C:4]=2[CH:3]=1, predict the reactants needed to synthesize it. The reactants are: [Cl:1][C:2]1[CH:3]=[C:4]([NH2:18])[C:5]([NH2:17])=[CH:6][C:7]=1[O:8][C:9]1[CH:14]=[CH:13][C:12]([F:15])=[CH:11][C:10]=1[F:16].O.C(=O)(O)[O-].[Na+].[F:25][C:26]([F:34])([F:33])[C:27]([F:32])([F:31])[C:28](O)=O. (4) Given the product [O:24]1[C:28]2[CH:29]=[CH:30][CH:31]=[CH:32][C:27]=2[CH:26]=[C:25]1[C:21]1[S:22][C:13]2[C:14](=[N:15][CH:16]=[C:17]([C:18]#[N:19])[C:12]=2[NH:11][C:3]2[CH:4]=[C:5]([O:9][CH3:10])[C:6]([Cl:8])=[CH:7][C:2]=2[Cl:1])[CH:20]=1, predict the reactants needed to synthesize it. The reactants are: [Cl:1][C:2]1[CH:7]=[C:6]([Cl:8])[C:5]([O:9][CH3:10])=[CH:4][C:3]=1[NH:11][C:12]1[C:17]([C:18]#[N:19])=[CH:16][N:15]=[C:14]2[CH:20]=[C:21](I)[S:22][C:13]=12.[O:24]1[C:28]2[CH:29]=[CH:30][CH:31]=[CH:32][C:27]=2[CH:26]=[C:25]1B(O)O. (5) Given the product [F:13][C:14]1[CH:21]=[CH:20][CH:19]=[C:18]([O:10][CH:2]([C:3]2[CH:8]=[CH:7][C:6]([F:9])=[CH:5][CH:4]=2)[CH3:1])[C:15]=1[C:16]#[N:17], predict the reactants needed to synthesize it. The reactants are: [CH3:1][CH:2]([OH:10])[C:3]1[CH:8]=[CH:7][C:6]([F:9])=[CH:5][CH:4]=1.[H-].[Na+].[F:13][C:14]1[CH:21]=[CH:20][CH:19]=[C:18](F)[C:15]=1[C:16]#[N:17]. (6) Given the product [CH2:27]([N:34]1[CH2:38][CH2:19][C:18]([S:15]([C:12]2[CH:13]=[CH:14][C:9]([F:8])=[CH:10][CH:11]=2)(=[O:17])=[O:16])([C:20]2[CH:21]=[CH:22][C:23]([I:26])=[CH:24][CH:25]=2)[CH2:35]1)[C:28]1[CH:33]=[CH:32][CH:31]=[CH:30][CH:29]=1, predict the reactants needed to synthesize it. The reactants are: FC(F)(F)C(O)=O.[F:8][C:9]1[CH:14]=[CH:13][C:12]([S:15]([C:18]([C:20]2[CH:25]=[CH:24][C:23]([I:26])=[CH:22][CH:21]=2)=[CH2:19])(=[O:17])=[O:16])=[CH:11][CH:10]=1.[CH2:27]([N:34]([CH2:38][Si](C)(C)C)[CH2:35]OC)[C:28]1[CH:33]=[CH:32][CH:31]=[CH:30][CH:29]=1. (7) Given the product [Cl:15][C:7]1[CH:8]=[CH:9][C:10]([N+:12]([O-:14])=[O:13])=[CH:11][C:6]=1[NH:5][C:3](=[O:4])[CH2:2][N:16]1[CH2:21][CH2:20][O:19][CH2:18][CH2:17]1, predict the reactants needed to synthesize it. The reactants are: Cl[CH2:2][C:3]([NH:5][C:6]1[CH:11]=[C:10]([N+:12]([O-:14])=[O:13])[CH:9]=[CH:8][C:7]=1[Cl:15])=[O:4].[NH:16]1[CH2:21][CH2:20][O:19][CH2:18][CH2:17]1.C(N(CC)CC)C.[I-].[K+].